From a dataset of NCI-60 drug combinations with 297,098 pairs across 59 cell lines. Regression. Given two drug SMILES strings and cell line genomic features, predict the synergy score measuring deviation from expected non-interaction effect. Drug 1: C1=CC(=CC=C1CCCC(=O)O)N(CCCl)CCCl. Drug 2: C1=CC=C(C(=C1)C(C2=CC=C(C=C2)Cl)C(Cl)Cl)Cl. Cell line: RXF 393. Synergy scores: CSS=18.5, Synergy_ZIP=-5.37, Synergy_Bliss=2.30, Synergy_Loewe=-4.97, Synergy_HSA=1.92.